This data is from Catalyst prediction with 721,799 reactions and 888 catalyst types from USPTO. The task is: Predict which catalyst facilitates the given reaction. (1) Reactant: [F:1][C:2]1[CH:19]=[CH:18][C:5]([O:6][C:7]2[N:12]=[CH:11][C:10]([CH2:13][C:14](Cl)=[N:15][OH:16])=[CH:9][CH:8]=2)=[CH:4][CH:3]=1.O1CCCC1.[C:25]([C:27]1[C:28]([NH2:34])=[N:29][C:30]([NH2:33])=[CH:31][CH:32]=1)#[CH:26].C(N(CC)CC)C. Product: [F:1][C:2]1[CH:19]=[CH:18][C:5]([O:6][C:7]2[N:12]=[CH:11][C:10]([CH2:13][C:14]3[CH:26]=[C:25]([C:27]4[C:28]([NH2:34])=[N:29][C:30]([NH2:33])=[CH:31][CH:32]=4)[O:16][N:15]=3)=[CH:9][CH:8]=2)=[CH:4][CH:3]=1. The catalyst class is: 6. (2) Reactant: Cl[C:2]1[C:3]([O:16][CH2:17][C:18]2([C:24]([F:27])([F:26])[F:25])[CH2:23][CH2:22][CH2:21][CH2:20][CH2:19]2)=[CH:4][C:5]([F:15])=[C:6]([CH:14]=1)[C:7]([O:9][C:10]([CH3:13])([CH3:12])[CH3:11])=[O:8].[CH:28]1(B(O)O)[CH2:30][CH2:29]1.P([O-])([O-])([O-])=O.[K+].[K+].[K+].F[B-](F)(F)F.C1(P(C2CCCCC2)C2CCCCC2)CCCCC1. Product: [CH:28]1([C:2]2[C:3]([O:16][CH2:17][C:18]3([C:24]([F:25])([F:26])[F:27])[CH2:19][CH2:20][CH2:21][CH2:22][CH2:23]3)=[CH:4][C:5]([F:15])=[C:6]([CH:14]=2)[C:7]([O:9][C:10]([CH3:13])([CH3:12])[CH3:11])=[O:8])[CH2:30][CH2:29]1. The catalyst class is: 498. (3) Reactant: [Br:1][C:2]1[C:10]2[C:5](=[N:6][CH:7]=[CH:8][CH:9]=2)[NH:4][CH:3]=1.[H-].[Na+].[CH2:13]([O:15][C:16]1[CH:25]=[CH:24][C:23]2[C:18](=[CH:19][CH:20]=[CH:21][CH:22]=2)[C:17]=1[C:26](Cl)=[O:27])[CH3:14]. Product: [Br:1][C:2]1[C:10]2[C:5](=[N:6][CH:7]=[CH:8][CH:9]=2)[N:4]([C:26]([C:17]2[C:18]3[C:23](=[CH:22][CH:21]=[CH:20][CH:19]=3)[CH:24]=[CH:25][C:16]=2[O:15][CH2:13][CH3:14])=[O:27])[CH:3]=1. The catalyst class is: 9. (4) Reactant: [NH2:1][C:2]1[N:6]=[CH:5][NH:4][N:3]=1.[C:7]([N+:11]#[C-:12])([CH3:10])([CH3:9])[CH3:8].[Cl:13][C:14]1[C:21]([Cl:22])=[CH:20][CH:19]=[CH:18][C:15]=1[CH:16]=O. Product: [C:7]([NH:11][C:12]1[N:3]2[NH:4][CH:5]=[N:6][C:2]2=[N:1][C:16]=1[C:15]1[CH:18]=[CH:19][CH:20]=[C:21]([Cl:22])[C:14]=1[Cl:13])([CH3:10])([CH3:9])[CH3:8]. The catalyst class is: 519.